The task is: Predict the product of the given reaction.. This data is from Forward reaction prediction with 1.9M reactions from USPTO patents (1976-2016). (1) Given the reactants [CH3:1][O:2][C:3]([C:5]1[C@@H:6]2[N:19]([C:20]([O:22][C:23]([CH3:26])([CH3:25])[CH3:24])=[O:21])[C@H:9]([CH2:10][C:11]=1[C:12]1[CH:17]=[CH:16][C:15]([OH:18])=[CH:14][CH:13]=1)[CH2:8][CH2:7]2)=[O:4].[Cl:27][C:28]1[C:33]([F:34])=[CH:32][CH:31]=[C:30]([F:35])[C:29]=1[C:36]1[CH:40]=[C:39]([CH2:41]O)[O:38][N:37]=1.C1CCN(C(N=NC(N2CCCCC2)=O)=O)CC1.P(CCCC)(CCCC)CCCC, predict the reaction product. The product is: [CH3:1][O:2][C:3]([C:5]1[C@@H:6]2[N:19]([C:20]([O:22][C:23]([CH3:26])([CH3:25])[CH3:24])=[O:21])[C@H:9]([CH2:10][C:11]=1[C:12]1[CH:13]=[CH:14][C:15]([O:18][CH2:41][C:39]3[O:38][N:37]=[C:36]([C:29]4[C:30]([F:35])=[CH:31][CH:32]=[C:33]([F:34])[C:28]=4[Cl:27])[CH:40]=3)=[CH:16][CH:17]=1)[CH2:8][CH2:7]2)=[O:4]. (2) Given the reactants [Br:1][C:2]1[N:6]2[CH:7]=[C:8]([CH:25]3[CH2:27][CH2:26]3)[C:9]([O:11][C@@H:12]3[CH2:17][CH2:16][CH2:15][N:14]([C:18](OC(C)(C)C)=O)[CH2:13]3)=[CH:10][C:5]2=[N:4][N:3]=1.Cl.C(=O)(O)[O-].[Na+].C(=O)([O-])[O-].[K+].[K+].BrC[C:42]1[CH:47]=[CH:46][C:45]([F:48])=[CH:44][C:43]=1[Cl:49], predict the reaction product. The product is: [Br:1][C:2]1[N:6]2[CH:7]=[C:8]([CH:25]3[CH2:26][CH2:27]3)[C:9]([O:11][C@@H:12]3[CH2:17][CH2:16][CH2:15][N:14]([CH2:18][C:42]4[CH:47]=[CH:46][C:45]([F:48])=[CH:44][C:43]=4[Cl:49])[CH2:13]3)=[CH:10][C:5]2=[N:4][N:3]=1. (3) Given the reactants Br[C:2]1[CH:7]=[CH:6][C:5]([Br:8])=[CH:4][N:3]=1.[CH3:9][O-:10].[Na+].O, predict the reaction product. The product is: [Br:8][C:5]1[CH:6]=[CH:7][C:2]([O:10][CH3:9])=[N:3][CH:4]=1. (4) Given the reactants [Cl:1][C:2]1[N:3]=[N:4][C:5](Cl)=[CH:6][C:7]=1[CH:8]1[CH2:12][CH2:11][CH2:10][CH2:9]1.[OH-].[NH4+:15], predict the reaction product. The product is: [Cl:1][C:2]1[N:3]=[N:4][C:5]([NH2:15])=[CH:6][C:7]=1[CH:8]1[CH2:12][CH2:11][CH2:10][CH2:9]1. (5) Given the reactants [Cl:1][C:2]1[CH:3]=[CH:4][C:5]2[NH:10][CH2:9][C@H:8]([CH2:11][CH2:12]O)[NH:7][C:6]=2[N:14]=1.C(N(CC)CC)C.O=P(Cl)(Cl)Cl, predict the reaction product. The product is: [Cl:1][C:2]1[CH:3]=[CH:4][C:5]2[N:10]3[CH2:9][C@H:8]([CH2:11][CH2:12]3)[NH:7][C:6]=2[N:14]=1. (6) Given the reactants [F:1][C:2]([F:25])([F:24])[C:3]1[N:8]2[CH:9]=[N:10][C:11]([C:12]#[N:13])=[C:7]2[N:6]=[C:5]([C:14]2[CH:19]=[CH:18][C:17]([C:20]([F:23])([F:22])[F:21])=[CH:16][CH:15]=2)[CH:4]=1.Cl.[NH2:27][OH:28].C(=O)([O-])[O-].[K+].[K+], predict the reaction product. The product is: [OH:28][NH:27][C:12]([C:11]1[N:10]=[CH:9][N:8]2[C:3]([C:2]([F:24])([F:1])[F:25])=[CH:4][C:5]([C:14]3[CH:15]=[CH:16][C:17]([C:20]([F:23])([F:21])[F:22])=[CH:18][CH:19]=3)=[N:6][C:7]=12)=[NH:13]. (7) The product is: [C:1]([N:8]1[CH2:12][C@H:11]([OH:13])[C@@H:10]([N:14]=[N+:15]=[N-:16])[CH2:9]1)([O:3][CH2:4][C:7]1[CH:34]=[CH:35][CH:30]=[CH:31][CH:32]=1)=[O:2]. Given the reactants [C:1]([N:8]1[CH2:12][C@H:11]([OH:13])[C@@H:10]([N:14]=[N+:15]=[N-:16])[CH2:9]1)([O:3][C:4]([CH3:7])(C)C)=[O:2].C(OCC)(=O)C.C(N(CC)CC)C.[CH:30]1[CH:35]=[CH:34]C(COC(Cl)=O)=[CH:32][CH:31]=1, predict the reaction product.